This data is from Forward reaction prediction with 1.9M reactions from USPTO patents (1976-2016). The task is: Predict the product of the given reaction. (1) Given the reactants [CH2:1]([O:3][C:4](=[O:33])[C:5](=[N:31][OH:32])[C:6]1[N:7]=[C:8]([NH:11][C:12]([C:25]2[CH:30]=[CH:29][CH:28]=[CH:27][CH:26]=2)([C:19]2[CH:24]=[CH:23][CH:22]=[CH:21][CH:20]=2)[C:13]2[CH:18]=[CH:17][CH:16]=[CH:15][CH:14]=2)[S:9][CH:10]=1)[CH3:2].Br[CH2:35][CH2:36][NH:37][C:38]1[C:47]2[C:42](=[CH:43][C:44]([Cl:48])=[CH:45][CH:46]=2)[N:41]=[CH:40][CH:39]=1.C(=O)([O-])[O-].[K+].[K+], predict the reaction product. The product is: [CH2:1]([O:3][C:4](=[O:33])/[C:5](=[N:31]\[O:32][CH2:35][CH2:36][NH:37][C:38]1[C:47]2[C:42](=[CH:43][C:44]([Cl:48])=[CH:45][CH:46]=2)[N:41]=[CH:40][CH:39]=1)/[C:6]1[N:7]=[C:8]([NH:11][C:12]([C:13]2[CH:18]=[CH:17][CH:16]=[CH:15][CH:14]=2)([C:19]2[CH:20]=[CH:21][CH:22]=[CH:23][CH:24]=2)[C:25]2[CH:30]=[CH:29][CH:28]=[CH:27][CH:26]=2)[S:9][CH:10]=1)[CH3:2]. (2) Given the reactants Cl.[F:2][C:3]([F:14])([F:13])[C:4]1[N:9]=[CH:8][C:7]([C@H:10]([NH2:12])[CH3:11])=[CH:6][CH:5]=1.[C:15](O[C:15]([O:17][C:18]([CH3:21])([CH3:20])[CH3:19])=[O:16])([O:17][C:18]([CH3:21])([CH3:20])[CH3:19])=[O:16].C(N(CC)CC)C.[Cl-].[NH4+], predict the reaction product. The product is: [C:18]([O:17][C:15](=[O:16])[NH:12][C@@H:10]([C:7]1[CH:8]=[N:9][C:4]([C:3]([F:13])([F:2])[F:14])=[CH:5][CH:6]=1)[CH3:11])([CH3:21])([CH3:20])[CH3:19]. (3) The product is: [CH2:14]([O:13][P:12]([CH2:8][C:7]1[CH:10]=[CH:11][C:4]([N+:1]([O-:3])=[O:2])=[CH:5][CH:6]=1)(=[O:19])[O:16][CH2:17][CH3:18])[CH3:15]. Given the reactants [N+:1]([C:4]1[CH:11]=[CH:10][C:7]([CH2:8]Br)=[CH:6][CH:5]=1)([O-:3])=[O:2].[P:12]([O:19]CC)([O:16][CH2:17][CH3:18])[O:13][CH2:14][CH3:15], predict the reaction product. (4) The product is: [C:1]([O:5][C:6]([N:8]1[C:16]2[C:11](=[CH:12][CH:13]=[CH:14][CH:15]=2)[CH:10]=[C:9]1[C:21]1[CH:22]=[CH:23][C:24]([Cl:37])=[C:25]([S:27](=[O:28])(=[O:29])[NH:30][CH:31]2[CH2:36][CH2:35][CH2:34][CH2:33][CH2:32]2)[CH:26]=1)=[O:7])([CH3:4])([CH3:3])[CH3:2]. Given the reactants [C:1]([O:5][C:6]([N:8]1[C:16]2[C:11](=[CH:12][CH:13]=[CH:14][CH:15]=2)[CH:10]=[C:9]1B(O)O)=[O:7])([CH3:4])([CH3:3])[CH3:2].Br[C:21]1[CH:22]=[CH:23][C:24]([Cl:37])=[C:25]([S:27]([NH:30][CH:31]2[CH2:36][CH2:35][CH2:34][CH2:33][CH2:32]2)(=[O:29])=[O:28])[CH:26]=1.[F-].[Cs+], predict the reaction product. (5) The product is: [CH:15]1([S:18]([N:21]2[CH:25]=[C:24]([C:26]3[N:31]=[C:30]([NH:32][C:2]4[N:7]=[CH:6][C:5]5[C:8]([F:14])=[N:9][N:10]([CH:11]([CH3:13])[CH3:12])[C:4]=5[CH:3]=4)[CH:29]=[CH:28][N:27]=3)[CH:23]=[N:22]2)(=[O:19])=[O:20])[CH2:17][CH2:16]1. Given the reactants Cl[C:2]1[N:7]=[CH:6][C:5]2[C:8]([F:14])=[N:9][N:10]([CH:11]([CH3:13])[CH3:12])[C:4]=2[CH:3]=1.[CH:15]1([S:18]([N:21]2[CH:25]=[C:24]([C:26]3[N:31]=[C:30]([NH2:32])[CH:29]=[CH:28][N:27]=3)[CH:23]=[N:22]2)(=[O:20])=[O:19])[CH2:17][CH2:16]1.C1(P(C2C=CC=CC=2)C2C3OC4C(=CC=CC=4P(C4C=CC=CC=4)C4C=CC=CC=4)C(C)(C)C=3C=CC=2)C=CC=CC=1.C(=O)([O-])[O-].[Cs+].[Cs+].O1CCOCC1, predict the reaction product. (6) Given the reactants [C:1]([OH:7])([C:3]([F:6])([F:5])[F:4])=[O:2].[CH2:8]([O:15][N:16]1[C:22](=[O:23])[N:21]2[CH2:24][C@H:17]1[CH2:18][CH2:19][C@H:20]2[C:25]1[O:29][C:28]([CH2:30][CH2:31][NH:32]C(=O)OC(C)(C)C)=[N:27][N:26]=1)[C:9]1[CH:14]=[CH:13][CH:12]=[CH:11][CH:10]=1, predict the reaction product. The product is: [OH:7][C:1]([C:3]([F:6])([F:5])[F:4])=[O:2].[NH2:32][CH2:31][CH2:30][C:28]1[O:29][C:25]([C@@H:20]2[CH2:19][CH2:18][C@@H:17]3[CH2:24][N:21]2[C:22](=[O:23])[N:16]3[O:15][CH2:8][C:9]2[CH:14]=[CH:13][CH:12]=[CH:11][CH:10]=2)=[N:26][N:27]=1.